This data is from Catalyst prediction with 721,799 reactions and 888 catalyst types from USPTO. The task is: Predict which catalyst facilitates the given reaction. Reactant: [CH2:1]([O:4][C:5]([N:7]1[CH2:12][CH2:11][N:10]([C:13](=[O:35])[C@@H:14]([NH:24]C(OCC2C=CC=CC=2)=O)[CH2:15][CH2:16][C:17]([O:19][C:20]([CH3:23])([CH3:22])[CH3:21])=[O:18])[CH2:9][CH2:8]1)=[O:6])[CH2:2][CH3:3]. Product: [CH2:1]([O:4][C:5]([N:7]1[CH2:12][CH2:11][N:10]([C:13](=[O:35])[C@@H:14]([NH2:24])[CH2:15][CH2:16][C:17]([O:19][C:20]([CH3:23])([CH3:22])[CH3:21])=[O:18])[CH2:9][CH2:8]1)=[O:6])[CH2:2][CH3:3]. The catalyst class is: 78.